Dataset: Peptide-MHC class I binding affinity with 185,985 pairs from IEDB/IMGT. Task: Regression. Given a peptide amino acid sequence and an MHC pseudo amino acid sequence, predict their binding affinity value. This is MHC class I binding data. The peptide sequence is FEWLNRTVEEI. The MHC is Mamu-B17 with pseudo-sequence Mamu-B17. The binding affinity (normalized) is 0.